Dataset: Forward reaction prediction with 1.9M reactions from USPTO patents (1976-2016). Task: Predict the product of the given reaction. (1) Given the reactants [CH3:1][C:2]1([CH3:11])[O:7][CH2:6][CH2:5][N:4]([CH2:8][CH2:9][OH:10])[CH2:3]1.[Cl:12][C:13]1[CH:18]=[CH:17][C:16]([C:19]2[S:20][C:21]3[C:22](=[O:37])[N:23]([C:28]4[CH:33]=[CH:32][C:31](O)=[C:30]([O:35][CH3:36])[CH:29]=4)[CH:24]=[CH:25][C:26]=3[N:27]=2)=[CH:15][CH:14]=1.C1(P(C2C=CC=CC=2)C2C=CC=CC=2)C=CC=CC=1.N(C(OC(C)C)=O)=NC(OC(C)C)=O.[OH-].[Na+].C1(O)C=CC=CC=1, predict the reaction product. The product is: [Cl:12][C:13]1[CH:18]=[CH:17][C:16]([C:19]2[S:20][C:21]3[C:22](=[O:37])[N:23]([C:28]4[CH:33]=[CH:32][C:31]([O:10][CH2:9][CH2:8][N:4]5[CH2:5][CH2:6][O:7][C:2]([CH3:11])([CH3:1])[CH2:3]5)=[C:30]([O:35][CH3:36])[CH:29]=4)[CH:24]=[CH:25][C:26]=3[N:27]=2)=[CH:15][CH:14]=1. (2) The product is: [CH2:1]([O:8][C:9]1[CH:14]=[CH:13][C:12]([CH2:33][NH:30][C:31](=[O:28])[O:32][C:2]([CH3:7])([CH3:3])[CH3:1])=[C:11]([Cl:23])[CH:10]=1)[C:2]1[CH:3]=[CH:4][CH:5]=[CH:6][CH:7]=1. Given the reactants [CH2:1]([O:8][C:9]1[CH:14]=[CH:13][C:12](NC(=O)OC(C)(C)C)=[C:11]([Cl:23])[CH:10]=1)[C:2]1[CH:7]=[CH:6][CH:5]=[CH:4][CH:3]=1.[H-].[Na+].IC.[OH2:28].C[N:30]([CH3:33])[CH:31]=[O:32], predict the reaction product. (3) The product is: [CH3:13][O:12][C:9]1[CH:10]=[C:11]2[C:6](=[CH:7][C:8]=1[O:14][CH3:15])[N:5]=[N:4][CH:3]=[C:2]2[N:27]1[C:28]2[C:24](=[CH:23][C:22]([C:19]3[CH:20]=[CH:21][N:16]=[CH:17][CH:18]=3)=[CH:30][CH:29]=2)[CH:25]=[N:26]1. Given the reactants Br[C:2]1[C:11]2[C:6](=[CH:7][C:8]([O:14][CH3:15])=[C:9]([O:12][CH3:13])[CH:10]=2)[N:5]=[N:4][CH:3]=1.[N:16]1[CH:21]=[CH:20][C:19]([C:22]2[CH:23]=[C:24]3[C:28](=[CH:29][CH:30]=2)[NH:27][N:26]=[CH:25]3)=[CH:18][CH:17]=1.C(=O)([O-])[O-].[K+].[K+].CNCCNC, predict the reaction product. (4) Given the reactants Br[C:2]1[CH:3]=[C:4]2[C:9](=[CH:10][CH:11]=1)[O:8][CH:7]=[C:6]([CH:12]=[O:13])[C:5]2=[O:14].BrN1[C:20](=[O:21])[CH2:19][CH2:18]C1=O.[Cl:23][C:24]1[CH:31]=[CH:30][C:27]([CH2:28][NH2:29])=[CH:26][CH:25]=1, predict the reaction product. The product is: [Cl:23][C:24]1[CH:31]=[CH:30][C:27]([CH2:28][NH:29][C:12]([C:6]2[C:5](=[O:14])[C:4]3[C:9](=[CH:10][CH:11]=[C:2]([C:18]#[C:19][CH2:20][OH:21])[CH:3]=3)[O:8][CH:7]=2)=[O:13])=[CH:26][CH:25]=1.